From a dataset of Forward reaction prediction with 1.9M reactions from USPTO patents (1976-2016). Predict the product of the given reaction. Given the reactants [CH2:1]([N:8]([CH2:21][C:22](=[O:24])[CH3:23])[C:9]([CH:11]1[C:14]2[CH:15]=[CH:16][C:17]([Br:20])=[C:18]([Cl:19])[C:13]=2[CH2:12]1)=[O:10])[C:2]1[CH:7]=[CH:6][CH:5]=[CH:4][CH:3]=1, predict the reaction product. The product is: [CH2:1]([N:8]1[C:9](=[O:10])[C@@H:11]2[C:14]3[CH:15]=[CH:16][C:17]([Br:20])=[C:18]([Cl:19])[C:13]=3[CH2:12][O:24][C@@:22]2([CH3:23])[CH2:21]1)[C:2]1[CH:7]=[CH:6][CH:5]=[CH:4][CH:3]=1.